From a dataset of Retrosynthesis with 50K atom-mapped reactions and 10 reaction types from USPTO. Predict the reactants needed to synthesize the given product. (1) The reactants are: COCOCCn1cc(C(=O)C(Nc2cc(OC)cc(OC)c2)c2ccccc2)c2ccccc21. Given the product COc1cc(NC(C(=O)c2cn(CCO)c3ccccc23)c2ccccc2)cc(OC)c1, predict the reactants needed to synthesize it. (2) Given the product O=C(NCC(=O)N1CCC(Oc2cccnc2Cl)CC1)c1cc(-c2ccc(F)cc2)on1, predict the reactants needed to synthesize it. The reactants are: Clc1ncccc1OC1CCNCC1.O=C(O)CNC(=O)c1cc(-c2ccc(F)cc2)on1. (3) Given the product O=C1CCN(CCCc2noc3cc(F)ccc23)CC1, predict the reactants needed to synthesize it. The reactants are: Fc1ccc2c(CCCN3CCC4(CC3)OCCO4)noc2c1. (4) Given the product CC(C)(C)OC(=O)NC12CCCC(C(=O)O)(C1)C2, predict the reactants needed to synthesize it. The reactants are: COC(=O)C12CCCC(NC(=O)OC(C)(C)C)(C1)C2. (5) Given the product ON=Cc1ccccc1C=C1c2ccccc2CCc2ccccc21, predict the reactants needed to synthesize it. The reactants are: NO.O=Cc1ccccc1C=C1c2ccccc2CCc2ccccc21.